This data is from Full USPTO retrosynthesis dataset with 1.9M reactions from patents (1976-2016). The task is: Predict the reactants needed to synthesize the given product. (1) Given the product [Cl:1][C:2]1[CH:7]=[CH:6][C:5]([CH:8]2[CH2:9][CH2:10][N:11]([C:14](=[O:30])[CH2:15][CH2:16][C:17]([C:19]3[CH:29]=[CH:28][C:22]4[CH2:23][CH2:24][N:25]([CH3:33])[CH2:26][CH2:27][C:21]=4[CH:20]=3)=[O:18])[CH2:12][CH2:13]2)=[CH:4][CH:3]=1, predict the reactants needed to synthesize it. The reactants are: [Cl:1][C:2]1[CH:7]=[CH:6][C:5]([CH:8]2[CH2:13][CH2:12][N:11]([C:14](=[O:30])[CH2:15][CH2:16][C:17]([C:19]3[CH:29]=[CH:28][C:22]4[CH2:23][CH2:24][NH:25][CH2:26][CH2:27][C:21]=4[CH:20]=3)=[O:18])[CH2:10][CH2:9]2)=[CH:4][CH:3]=1.C=O.[CH:33](O)=O.[OH-].[Na+]. (2) Given the product [CH2:1]([O:8][C:9]([N:11]1[CH2:23][CH2:22][C:21]2[C:20]3[C:15](=[CH:16][CH:17]=[CH:18][CH:19]=3)[NH:14][C:13]=2[CH:12]1[CH:24]=[O:25])=[O:10])[C:2]1[CH:3]=[CH:4][CH:5]=[CH:6][CH:7]=1, predict the reactants needed to synthesize it. The reactants are: [CH2:1]([O:8][C:9]([N:11]1[CH2:23][CH2:22][C:21]2[C:20]3[C:15](=[CH:16][CH:17]=[CH:18][CH:19]=3)[NH:14][C:13]=2[CH:12]1[C:24](O)=[O:25])=[O:10])[C:2]1[CH:7]=[CH:6][CH:5]=[CH:4][CH:3]=1.CC(C[AlH]CC(C)C)C.C1(C)C=CC=CC=1.